The task is: Predict which catalyst facilitates the given reaction.. This data is from Catalyst prediction with 721,799 reactions and 888 catalyst types from USPTO. (1) Reactant: [C:1]1([OH:7])[CH:6]=[CH:5][CH:4]=[CH:3][CH:2]=1.[CH3:8][NH:9][C:10]1[CH:15]=[CH:14][CH:13]=[CH:12][CH:11]=1.C=O. Product: [CH3:8][NH:9][C:10]1[CH:15]=[CH:14][CH:13]=[CH:12][CH:11]=1.[CH2:1]=[O:7].[C:1]1([OH:7])[CH:6]=[CH:5][CH:4]=[CH:3][CH:2]=1. The catalyst class is: 106. (2) Reactant: [NH2:1][C:2]([CH3:8])([CH3:7])[CH2:3][C:4]([OH:6])=[O:5].[C:9]1(=O)[O:14][C:12](=[O:13])[C:11]2=[CH:15][CH:16]=[CH:17][CH:18]=[C:10]12. Product: [CH3:7][C:2]([CH3:8])([N:1]1[C:12](=[O:13])[C:11]2[C:10](=[CH:18][CH:17]=[CH:16][CH:15]=2)[C:9]1=[O:14])[CH2:3][C:4]([OH:6])=[O:5]. The catalyst class is: 8.